From a dataset of Catalyst prediction with 721,799 reactions and 888 catalyst types from USPTO. Predict which catalyst facilitates the given reaction. Product: [Cl:1][C:2]1[C:10]2[O:9][CH:8]([CH2:11][NH:12][C:13](=[O:19])[O:14][C:15]([CH3:18])([CH3:17])[CH3:16])[CH2:7][C:6]=2[CH:5]=[C:4]([OH:30])[CH:3]=1. The catalyst class is: 10. Reactant: [Cl:1][C:2]1[C:10]2[O:9][CH:8]([CH2:11][NH:12][C:13](=[O:19])[O:14][C:15]([CH3:18])([CH3:17])[CH3:16])[CH2:7][C:6]=2[CH:5]=[C:4](B2OC(C)(C)C(C)(C)O2)[CH:3]=1.C(=O)(O)[O-:30].[Na+].OO.O.